Dataset: Full USPTO retrosynthesis dataset with 1.9M reactions from patents (1976-2016). Task: Predict the reactants needed to synthesize the given product. (1) Given the product [CH3:1][C:2]1[CH:3]=[C:4]([C:8]2[N:9]=[C:10]3[CH:15]=[CH:14][CH:13]=[N:12][N:11]3[C:16]=2[C:17]2[CH:22]=[CH:21][N:20]=[C:19]([NH:23][C:31](=[O:38])[C:32]3[CH:37]=[CH:36][CH:35]=[CH:34][CH:33]=3)[CH:18]=2)[CH:5]=[CH:6][CH:7]=1, predict the reactants needed to synthesize it. The reactants are: [CH3:1][C:2]1[CH:3]=[C:4]([C:8]2[N:9]=[C:10]3[CH:15]=[CH:14][CH:13]=[N:12][N:11]3[C:16]=2[C:17]2[CH:22]=[CH:21][N:20]=[C:19]([NH2:23])[CH:18]=2)[CH:5]=[CH:6][CH:7]=1.C(N(CC)CC)C.[C:31](Cl)(=[O:38])[C:32]1[CH:37]=[CH:36][CH:35]=[CH:34][CH:33]=1.C(=O)([O-])O.[Na+].N.C(O)C. (2) Given the product [Cl:1][C:2]1[CH:3]=[CH:4][C:5]([C:35]#[N:36])=[C:6]([C:8]2[C:13]([O:14][CH3:15])=[CH:12][N:11]([CH:16]([CH3:33])[C:17]([NH:19][C:20]3[CH:32]=[CH:31][C:23]([C:24]([OH:26])=[O:25])=[CH:22][CH:21]=3)=[O:18])[C:10](=[O:34])[CH:9]=2)[CH:7]=1, predict the reactants needed to synthesize it. The reactants are: [Cl:1][C:2]1[CH:3]=[CH:4][C:5]([C:35]#[N:36])=[C:6]([C:8]2[C:13]([O:14][CH3:15])=[CH:12][N:11]([CH:16]([CH3:33])[C:17]([NH:19][C:20]3[CH:32]=[CH:31][C:23]([C:24]([O:26]C(C)(C)C)=[O:25])=[CH:22][CH:21]=3)=[O:18])[C:10](=[O:34])[CH:9]=2)[CH:7]=1.C(O)(C(F)(F)F)=O. (3) The reactants are: [CH2:1]([O:8][C:9](=[O:25])[NH:10][C:11]1[CH:16]=[CH:15][N:14]([CH:17]2[CH2:21][O:20][CH:19]([CH2:22][OH:23])[O:18]2)[C:13](=[O:24])[N:12]=1)[C:2]1[CH:7]=[CH:6][CH:5]=[CH:4][CH:3]=1.[CH3:26][C:27]([CH3:43])([CH2:31][CH2:32][CH2:33][CH2:34][CH2:35][CH2:36][C:37]1[CH:42]=[CH:41][CH:40]=[CH:39][CH:38]=1)[C:28](O)=[O:29].CCN=C=NCCCN(C)C. Given the product [CH2:1]([O:8][C:9]([NH:10][C:11]1[CH:16]=[CH:15][N:14]([CH:17]2[CH2:21][O:20][CH:19]([CH2:22][O:23][C:28](=[O:29])[C:27]([CH3:26])([CH3:43])[CH2:31][CH2:32][CH2:33][CH2:34][CH2:35][CH2:36][C:37]3[CH:38]=[CH:39][CH:40]=[CH:41][CH:42]=3)[O:18]2)[C:13](=[O:24])[N:12]=1)=[O:25])[C:2]1[CH:3]=[CH:4][CH:5]=[CH:6][CH:7]=1, predict the reactants needed to synthesize it. (4) Given the product [Cl:20][CH:22]([CH2:23][C:2]1[CH:7]=[C:6]([N:8]2[C:12](=[O:13])[N:11]([CH:14]([F:16])[F:15])[C:10]([CH3:17])=[N:9]2)[C:5]([F:18])=[CH:4][C:3]=1[Cl:19])[C:21]([OH:25])=[O:24], predict the reactants needed to synthesize it. The reactants are: N[C:2]1[C:3]([Cl:19])=[CH:4][C:5]([F:18])=[C:6]([N:8]2[C:12](=[O:13])[N:11]([CH:14]([F:16])[F:15])[C:10]([CH3:17])=[N:9]2)[CH:7]=1.[ClH:20].[C:21]([OH:25])(=[O:24])[CH:22]=[CH2:23].[Cl-].[Li+].N([O-])=O.[Na+]. (5) Given the product [F:15][C:12]1[N:11]=[C:10]([C:16]#[N:17])[C:9]([OH:20])=[N:14][CH:13]=1, predict the reactants needed to synthesize it. The reactants are: C1(C)C=CC=CC=1.F[C:9]1[C:10]([C:16]#[N:17])=[N:11][C:12]([F:15])=[CH:13][N:14]=1.C([O-])(=[O:20])C.[Na+].Cl. (6) Given the product [F:1][C:2]([F:13])([F:14])[C:3]1([C:10]([OH:12])=[O:11])[CH2:8][CH:7]2[CH2:9][CH:4]1[CH2:5][CH2:6]2, predict the reactants needed to synthesize it. The reactants are: [F:1][C:2]([F:14])([F:13])[C:3]1([C:10]([OH:12])=[O:11])[CH2:8][CH:7]2[CH2:9][CH:4]1[CH:5]=[CH:6]2. (7) Given the product [CH3:12][N:2]([CH3:1])[C:3]1[CH:4]=[CH:5][C:6]([C:7]([NH:13][C:14]2[CH:29]=[CH:28][C:17]3[NH:18][C:19]([NH:21][C:22]4[CH:27]=[CH:26][CH:25]=[CH:24][CH:23]=4)=[N:20][C:16]=3[CH:15]=2)=[O:9])=[CH:10][CH:11]=1, predict the reactants needed to synthesize it. The reactants are: [CH3:1][N:2]([CH3:12])[C:3]1[CH:11]=[CH:10][C:6]([C:7]([OH:9])=O)=[CH:5][CH:4]=1.[NH2:13][C:14]1[CH:29]=[CH:28][C:17]2[N:18]=[C:19]([NH:21][C:22]3[CH:27]=[CH:26][CH:25]=[CH:24][CH:23]=3)[NH:20][C:16]=2[CH:15]=1.